From a dataset of Retrosynthesis with 50K atom-mapped reactions and 10 reaction types from USPTO. Predict the reactants needed to synthesize the given product. (1) Given the product CCC(=O)N=C1N[SH](=O)(c2ccccc2)c2ccccc21, predict the reactants needed to synthesize it. The reactants are: CCC(=O)Cl.N=C1N[SH](=O)(c2ccccc2)c2ccccc21. (2) Given the product Cc1cc(Cl)cc(C(=O)NC(C)(C#N)C2CC2)c1NC(=O)c1cc(C(F)(F)F)nn1-c1ncccc1Cl, predict the reactants needed to synthesize it. The reactants are: Cc1cc(Cl)cc(C(=O)NC(C)(C#N)C2CC2)c1N.O=C(Cl)c1cc(C(F)(F)F)nn1-c1ncccc1Cl. (3) Given the product Cc1cc(-c2cc(C(F)(F)F)nn2-c2ccc(S(N)(=O)=O)c(F)c2)ccc1-c1ccco1, predict the reactants needed to synthesize it. The reactants are: Cc1cc(C(=O)CC(=O)C(F)(F)F)ccc1-c1ccco1.NNc1ccc(S(N)(=O)=O)c(F)c1. (4) Given the product COc1cc(C(=O)O)cc2c(C3CC3)nccc12, predict the reactants needed to synthesize it. The reactants are: COC(=O)c1cc(OC)c2ccnc(C3CC3)c2c1. (5) Given the product CCC(=O)N1CCC(NC(=O)c2c(C)[nH]c3c(-c4c(OCC5CC5)ccc5c4OCO5)ncnc23)CC1, predict the reactants needed to synthesize it. The reactants are: CCC(=O)Cl.Cc1[nH]c2c(-c3c(OCC4CC4)ccc4c3OCO4)ncnc2c1C(=O)NC1CCNCC1. (6) Given the product CC(C)(C)OC(=O)N[C@H]1CCOC[C@@H]1COc1ccc(-c2ccc(F)cn2)c(F)c1F, predict the reactants needed to synthesize it. The reactants are: CC(C)(C)OC(=O)N[C@H]1CCOC[C@@H]1CO.Oc1ccc(-c2ccc(F)cn2)c(F)c1F. (7) Given the product Cc1cc(Br)cc2c1nc(C)n2Cc1ncc(C(F)(F)F)cc1Cl, predict the reactants needed to synthesize it. The reactants are: Cc1nc2c(C)cc(Br)cc2[nH]1.FC(F)(F)c1cnc(CCl)c(Cl)c1. (8) Given the product CCC(Oc1cccc(CN(CCCn2c(CCOC)nc3c(N)nc4ccccc4c32)C(=O)CN(CC)CC)c1)C(=O)OC, predict the reactants needed to synthesize it. The reactants are: CCC(Oc1cccc(CN(CCCn2c(CCOC)nc3c(N)nc4ccccc4c32)C(=O)CCl)c1)C(=O)OC.CCNCC.